From a dataset of Aqueous solubility values for 9,982 compounds from the AqSolDB database. Regression/Classification. Given a drug SMILES string, predict its absorption, distribution, metabolism, or excretion properties. Task type varies by dataset: regression for continuous measurements (e.g., permeability, clearance, half-life) or binary classification for categorical outcomes (e.g., BBB penetration, CYP inhibition). For this dataset (solubility_aqsoldb), we predict Y. The compound is NC(=O)c1cccc(S(N)(=O)=O)c1. The Y is -2.16 log mol/L.